Predict the reactants needed to synthesize the given product. From a dataset of Full USPTO retrosynthesis dataset with 1.9M reactions from patents (1976-2016). (1) Given the product [N:12]1([C:17]2[CH:24]=[CH:23][C:20]([CH2:21][NH:11][C:1]34[CH2:8][CH:7]5[CH2:6][CH:5]([CH2:4][CH:3]([CH2:9]5)[CH2:2]3)[CH2:10]4)=[CH:19][CH:18]=2)[CH:16]=[CH:15][N:14]=[CH:13]1, predict the reactants needed to synthesize it. The reactants are: [C:1]12([NH2:11])[CH2:10][CH:5]3[CH2:6][CH:7]([CH2:9][CH:3]([CH2:4]3)[CH2:2]1)[CH2:8]2.[N:12]1([C:17]2[CH:24]=[CH:23][C:20]([CH:21]=O)=[CH:19][CH:18]=2)[CH:16]=[CH:15][N:14]=[CH:13]1.C12(NCC3C=CC(Br)=CC=3)CC3CC(CC(C3)C1)C2. (2) The reactants are: Cl[C:2]1[N:7]=[C:6]([N:8]2[CH2:13][CH2:12][NH:11][CH2:10][CH2:9]2)[CH:5]=[N:4][CH:3]=1.[C:14]1([OH:20])[CH:19]=[CH:18][CH:17]=[CH:16][CH:15]=1.C([O-])([O-])=O.[K+].[K+]. Given the product [O:20]([C:2]1[CH:3]=[N:4][CH:5]=[C:6]([N:8]2[CH2:13][CH2:12][NH:11][CH2:10][CH2:9]2)[N:7]=1)[C:14]1[CH:19]=[CH:18][CH:17]=[CH:16][CH:15]=1, predict the reactants needed to synthesize it. (3) Given the product [C:1]([O:5][C:6]([NH:8][C@:9]12[CH2:45][CH2:44][C@@H:43]([C:46]([CH2:48][OH:47])=[CH2:49])[C@@H:10]1[C@@H:11]1[C@@:24]([CH3:27])([CH2:25][CH2:26]2)[C@@:23]2([CH3:28])[C@@H:14]([C@:15]3([CH3:42])[C@@H:20]([CH2:21][CH2:22]2)[C:19]([CH3:30])([CH3:29])[C:18]([C:31]2[CH:40]=[CH:39][C:34]([C:35]([O:37][CH3:38])=[O:36])=[C:33]([F:41])[CH:32]=2)=[CH:17][CH2:16]3)[CH2:13][CH2:12]1)=[O:7])([CH3:2])([CH3:3])[CH3:4], predict the reactants needed to synthesize it. The reactants are: [C:1]([O:5][C:6]([NH:8][C@:9]12[CH2:45][CH2:44][C@@H:43]([C:46]3([CH3:49])[CH2:48][O:47]3)[C@@H:10]1[C@@H:11]1[C@@:24]([CH3:27])([CH2:25][CH2:26]2)[C@@:23]2([CH3:28])[C@@H:14]([C@:15]3([CH3:42])[C@@H:20]([CH2:21][CH2:22]2)[C:19]([CH3:30])([CH3:29])[C:18]([C:31]2[CH:40]=[CH:39][C:34]([C:35]([O:37][CH3:38])=[O:36])=[C:33]([F:41])[CH:32]=2)=[CH:17][CH2:16]3)[CH2:13][CH2:12]1)=[O:7])([CH3:4])([CH3:3])[CH3:2].Cl.